From a dataset of NCI-60 drug combinations with 297,098 pairs across 59 cell lines. Regression. Given two drug SMILES strings and cell line genomic features, predict the synergy score measuring deviation from expected non-interaction effect. (1) Drug 1: CC1=CC=C(C=C1)C2=CC(=NN2C3=CC=C(C=C3)S(=O)(=O)N)C(F)(F)F. Cell line: MDA-MB-435. Synergy scores: CSS=64.1, Synergy_ZIP=-3.55, Synergy_Bliss=1.31, Synergy_Loewe=-23.5, Synergy_HSA=4.09. Drug 2: CC1C(C(CC(O1)OC2CC(CC3=C2C(=C4C(=C3O)C(=O)C5=CC=CC=C5C4=O)O)(C(=O)C)O)N)O. (2) Drug 1: CC(CN1CC(=O)NC(=O)C1)N2CC(=O)NC(=O)C2. Drug 2: CC1CCCC2(C(O2)CC(NC(=O)CC(C(C(=O)C(C1O)C)(C)C)O)C(=CC3=CSC(=N3)C)C)C. Cell line: ACHN. Synergy scores: CSS=23.2, Synergy_ZIP=-10.8, Synergy_Bliss=-6.31, Synergy_Loewe=-7.65, Synergy_HSA=-7.76.